This data is from Peptide-MHC class II binding affinity with 134,281 pairs from IEDB. The task is: Regression. Given a peptide amino acid sequence and an MHC pseudo amino acid sequence, predict their binding affinity value. This is MHC class II binding data. (1) The peptide sequence is NLLQERLKKLKSEHG. The MHC is DRB1_1302 with pseudo-sequence DRB1_1302. The binding affinity (normalized) is 0.226. (2) The peptide sequence is FFMSPKGISRMSMAM. The MHC is DRB3_0202 with pseudo-sequence DRB3_0202. The binding affinity (normalized) is 0.304. (3) The MHC is HLA-DQA10501-DQB10301 with pseudo-sequence HLA-DQA10501-DQB10301. The binding affinity (normalized) is 0.676. The peptide sequence is INEPQAAAIAYGLDR. (4) The peptide sequence is GIDIFASKNFHLQKN. The MHC is DRB1_0101 with pseudo-sequence DRB1_0101. The binding affinity (normalized) is 0.653. (5) The peptide sequence is AAYAAQGYKVLVLNPSVAAT. The MHC is DRB1_1302 with pseudo-sequence DRB1_1302. The binding affinity (normalized) is 0.778.